From a dataset of Catalyst prediction with 721,799 reactions and 888 catalyst types from USPTO. Predict which catalyst facilitates the given reaction. (1) Reactant: CO[N:3]=[C:4]1[CH2:8][N:7]([C:9]([O:11][CH2:12][C:13]2[CH:18]=[CH:17][CH:16]=[CH:15][CH:14]=2)=[O:10])[CH2:6][CH:5]1[C:19]([O:21]C)=O.B.C1COCC1.C([O-])([O-])=O.[K+].[K+].[O:35](C(OC(C)(C)C)=O)[C:36]([O:38][C:39]([CH3:42])([CH3:41])[CH3:40])=O. Product: [C:39]([O:38][C:36]([NH:3][C@H:4]1[C@@H:5]([CH2:19][OH:21])[CH2:6][N:7]([C:9]([O:11][CH2:12][C:13]2[CH:14]=[CH:15][CH:16]=[CH:17][CH:18]=2)=[O:10])[CH2:8]1)=[O:35])([CH3:42])([CH3:41])[CH3:40]. The catalyst class is: 387. (2) Reactant: [C:1]([N:4]1[C:12]2[C:7](=[CH:8][C:9]([C:13](=[O:15])[CH3:14])=[CH:10][CH:11]=2)[C:6](=[C:16]([C:18]2[CH:23]=[CH:22][C:21]([O:24][CH3:25])=[C:20]([O:26][CH3:27])[CH:19]=2)[OH:17])[C:5]1=[O:28])(=[O:3])[CH3:2].F[B-](F)(F)F.[CH3:34][O+](C)C.CCN(C(C)C)C(C)C. Product: [C:1]([N:4]1[C:12]2[C:7](=[CH:8][C:9]([C:13](=[O:15])[CH3:14])=[CH:10][CH:11]=2)[C:6](=[C:16]([C:18]2[CH:23]=[CH:22][C:21]([O:24][CH3:25])=[C:20]([O:26][CH3:27])[CH:19]=2)[O:17][CH3:34])[C:5]1=[O:28])(=[O:3])[CH3:2]. The catalyst class is: 2. (3) Reactant: [CH3:1][C:2]1[C:3]([N:8](COCCOC)[S:9]([C:12]2[S:13][C:14]([CH3:41])=[CH:15][C:16]=2[C:17]2[CH:22]=[CH:21][C:20]([CH2:23][N:24]3[C:32]4[CH:31]=[C:30]([CH3:33])[N:29]=[C:28]([CH2:34][CH3:35])[C:27]=4[C:26]([CH2:36][CH3:37])=[N:25]3)=[CH:19][C:18]=2[CH2:38][O:39][CH3:40])(=[O:11])=[O:10])=[N:4][O:5][C:6]=1[CH3:7].Cl. Product: [CH3:1][C:2]1[C:3]([NH:8][S:9]([C:12]2[S:13][C:14]([CH3:41])=[CH:15][C:16]=2[C:17]2[CH:22]=[CH:21][C:20]([CH2:23][N:24]3[C:32]4[CH:31]=[C:30]([CH3:33])[N:29]=[C:28]([CH2:34][CH3:35])[C:27]=4[C:26]([CH2:36][CH3:37])=[N:25]3)=[CH:19][C:18]=2[CH2:38][O:39][CH3:40])(=[O:10])=[O:11])=[N:4][O:5][C:6]=1[CH3:7]. The catalyst class is: 8. (4) Reactant: [N:1]1([CH2:6][CH2:7][CH2:8][N:9]2[C:13]3=[N:14][CH:15]=[N:16][C:17]([NH2:18])=[C:12]3[C:11](I)=[N:10]2)[CH:5]=[CH:4][N:3]=[CH:2]1.[CH3:20][O:21][C:22]1[CH:27]=[C:26](B2OC(C)(C)C(C)(C)O2)[CH:25]=[CH:24][C:23]=1[NH:37][C:38]([C:40]1[N:41]([CH3:49])[C:42]2[C:47]([CH:48]=1)=[CH:46][CH:45]=[CH:44][CH:43]=2)=[O:39].C(=O)([O-])[O-].[Na+].[Na+]. Product: [NH2:18][C:17]1[N:16]=[CH:15][N:14]=[C:13]2[N:9]([CH2:8][CH2:7][CH2:6][N:1]3[CH:5]=[CH:4][N:3]=[CH:2]3)[N:10]=[C:11]([C:26]3[CH:25]=[CH:24][C:23]([NH:37][C:38]([C:40]4[N:41]([CH3:49])[C:42]5[C:47]([CH:48]=4)=[CH:46][CH:45]=[CH:44][CH:43]=5)=[O:39])=[C:22]([O:21][CH3:20])[CH:27]=3)[C:12]=12. The catalyst class is: 108. (5) Reactant: Cl[C:2]1[C:11]([CH:12]=[O:13])=[CH:10][C:9]2[C:4](=[CH:5][C:6]([O:15][CH2:16][CH:17]3[CH2:20][C:19]([F:22])([F:21])[CH2:18]3)=[C:7]([Cl:14])[CH:8]=2)[N:3]=1.[OH2:23]. Product: [Cl:14][C:7]1[CH:8]=[C:9]2[C:4](=[CH:5][C:6]=1[O:15][CH2:16][CH:17]1[CH2:20][C:19]([F:22])([F:21])[CH2:18]1)[NH:3][C:2](=[O:23])[C:11]([CH:12]=[O:13])=[CH:10]2. The catalyst class is: 33.